Predict the product of the given reaction. From a dataset of Forward reaction prediction with 1.9M reactions from USPTO patents (1976-2016). (1) Given the reactants Cl.C(N=[C:5]=[N:6][CH2:7][CH2:8][CH2:9][N:10]([CH3:12])[CH3:11])C.C([N:15]([CH2:18]C)CC)C.[CH:20]([C:22]1[NH:26][C:25]([CH3:27])=[C:24]([C:28]([OH:30])=O)[C:23]=1[CH3:31])=[O:21].ON1[C:37]2[CH:38]=[CH:39][CH:40]=[CH:41][C:36]=2N=N1.[OH2:42], predict the reaction product. The product is: [CH2:12]([N:10]1[CH2:9][CH2:8][CH:7]([NH:6][C:5](=[O:42])[CH2:18][NH:15][C:28]([C:24]2[C:23]([CH3:31])=[C:22]([CH:20]=[O:21])[NH:26][C:25]=2[CH3:27])=[O:30])[CH2:11]1)[C:36]1[CH:41]=[CH:40][CH:39]=[CH:38][CH:37]=1. (2) The product is: [Cl:1][C:2]1[C:3]([C:23]2[N:27]3[CH:28]=[CH:29][CH:30]=[CH:31][C:26]3=[N:25][CH:24]=2)=[N:4][C:5]([NH:8][C:9]2[CH:14]=[CH:13][C:12]([N:15]3[CH2:16][CH2:17][N:18]([CH2:32][C@@H:33]([OH:34])[CH3:35])[CH2:19][CH2:20]3)=[CH:11][C:10]=2[O:21][CH3:22])=[N:6][CH:7]=1. Given the reactants [Cl:1][C:2]1[C:3]([C:23]2[N:27]3[CH:28]=[CH:29][CH:30]=[CH:31][C:26]3=[N:25][CH:24]=2)=[N:4][C:5]([NH:8][C:9]2[CH:14]=[CH:13][C:12]([N:15]3[CH2:20][CH2:19][NH:18][CH2:17][CH2:16]3)=[CH:11][C:10]=2[O:21][CH3:22])=[N:6][CH:7]=1.[CH3:32][C@H:33]1[CH2:35][O:34]1, predict the reaction product.